From a dataset of Reaction yield outcomes from USPTO patents with 853,638 reactions. Predict the reaction yield, written as a fraction of the theoretical maximum amount of product (1.0 means a 100% yield; for example, 0.34 means a 34% yield). No catalyst specified. The reactants are [Cl:1][S:2]([C:5]1[CH:13]=[CH:12][C:8]([C:9]([OH:11])=[O:10])=[CH:7][CH:6]=1)(=[O:4])=[O:3].S(Cl)(Cl)=O.Cl[CH:19](Cl)C. The yield is 0.840. The product is [Cl:1][S:2]([C:5]1[CH:6]=[CH:7][C:8]([C:9]([O:11][CH3:19])=[O:10])=[CH:12][CH:13]=1)(=[O:4])=[O:3].